From a dataset of NCI-60 drug combinations with 297,098 pairs across 59 cell lines. Regression. Given two drug SMILES strings and cell line genomic features, predict the synergy score measuring deviation from expected non-interaction effect. (1) Drug 1: C1=NC2=C(N1)C(=S)N=C(N2)N. Drug 2: CCC(=C(C1=CC=CC=C1)C2=CC=C(C=C2)OCCN(C)C)C3=CC=CC=C3.C(C(=O)O)C(CC(=O)O)(C(=O)O)O. Cell line: A498. Synergy scores: CSS=17.8, Synergy_ZIP=-3.78, Synergy_Bliss=-3.00, Synergy_Loewe=-2.78, Synergy_HSA=-2.92. (2) Drug 1: CCC1=C2CN3C(=CC4=C(C3=O)COC(=O)C4(CC)O)C2=NC5=C1C=C(C=C5)O. Drug 2: C#CCC(CC1=CN=C2C(=N1)C(=NC(=N2)N)N)C3=CC=C(C=C3)C(=O)NC(CCC(=O)O)C(=O)O. Cell line: PC-3. Synergy scores: CSS=71.0, Synergy_ZIP=21.7, Synergy_Bliss=-2.97, Synergy_Loewe=35.9, Synergy_HSA=-0.610. (3) Drug 1: C1CCC(C1)C(CC#N)N2C=C(C=N2)C3=C4C=CNC4=NC=N3. Drug 2: CCC1(C2=C(COC1=O)C(=O)N3CC4=CC5=C(C=CC(=C5CN(C)C)O)N=C4C3=C2)O.Cl. Cell line: K-562. Synergy scores: CSS=19.9, Synergy_ZIP=2.00, Synergy_Bliss=4.36, Synergy_Loewe=-14.8, Synergy_HSA=1.83.